Task: Predict the product of the given reaction.. Dataset: Forward reaction prediction with 1.9M reactions from USPTO patents (1976-2016) Given the reactants Br[C:2]1[CH:3]=[N:4][CH:5]=[C:6]([Br:8])[CH:7]=1.[CH3:9][O:10][C:11]1[CH:30]=[CH:29][C:14]([O:15]C2C=C(N3CC4CC3CN4)C=NC=2)=[CH:13][CH:12]=1.COC1C=CC([O-])=CC=1.[Na+], predict the reaction product. The product is: [Br:8][C:6]1[CH:5]=[N:4][CH:3]=[C:2]([O:15][C:14]2[CH:29]=[CH:30][C:11]([O:10][CH3:9])=[CH:12][CH:13]=2)[CH:7]=1.